Dataset: Forward reaction prediction with 1.9M reactions from USPTO patents (1976-2016). Task: Predict the product of the given reaction. (1) Given the reactants [N+:1]([C:4]1[CH:9]=[CH:8][CH:7]=[CH:6][C:5]=1[NH:10][C:11]1[C:20]2[C:15](=[CH:16][CH:17]=[CH:18][CH:19]=2)[CH:14]=[CH:13][CH:12]=1)([O-])=O, predict the reaction product. The product is: [C:11]1([NH:10][C:5]2[C:4]([NH2:1])=[CH:9][CH:8]=[CH:7][CH:6]=2)[C:20]2[C:15](=[CH:16][CH:17]=[CH:18][CH:19]=2)[CH:14]=[CH:13][CH:12]=1. (2) The product is: [C:14]([C:29]1([F:38])[C:28]([C:25]2[S:21][CH:22]=[CH:27][CH:26]=2)=[C:33]([F:34])[C:32]([C:4]2[CH:5]=[C:6]([O:9][CH3:10])[CH:7]=[CH:8][C:3]=2[O:2][CH3:1])=[C:31]([F:36])[CH:30]1[F:37])([CH3:13])([CH3:15])[CH3:40]. Given the reactants [CH3:1][O:2][C:3]1[CH:8]=[CH:7][C:6]([O:9][CH3:10])=[CH:5][C:4]=1Br.C([Li])[CH2:13][CH2:14][CH3:15].C([S:21][C:22]1[CH:27]=[CH:26][C:25]([C:28]2[C:33]([F:34])=[C:32](F)[C:31]([F:36])=[C:30]([F:37])[C:29]=2[F:38])=CC=1)(C)(C)C.Cl.[CH2:40]1COCC1, predict the reaction product. (3) Given the reactants CO[C:3](=[O:17])[C:4]1[CH:9]=[CH:8][CH:7]=[CH:6][C:5]=1[NH:10][CH2:11][CH2:12][O:13][C:14](=[O:16])[CH3:15].CC1(C)[O:24][C:23](=O)[CH:22]=[C:21]([CH3:26])[O:20]1, predict the reaction product. The product is: [C:21]([C:22]1[C:23](=[O:24])[N:10]([CH2:11][CH2:12][O:13][C:14](=[O:16])[CH3:15])[C:5]2[C:4]([C:3]=1[OH:17])=[CH:9][CH:8]=[CH:7][CH:6]=2)(=[O:20])[CH3:26]. (4) Given the reactants [N+:1]([C:4]1[CH:5]=[C:6]([NH2:13])[C:7](=[CH:11][CH:12]=1)[C:8]([OH:10])=[O:9])([O-:3])=[O:2].Cl[C:15](Cl)([O:17]C(=O)OC(Cl)(Cl)Cl)Cl, predict the reaction product. The product is: [N+:1]([C:4]1[CH:12]=[CH:11][C:7]2[C:8](=[O:10])[O:9][C:15](=[O:17])[NH:13][C:6]=2[CH:5]=1)([O-:3])=[O:2]. (5) Given the reactants [H-].[Na+].[OH:3][CH2:4][CH2:5][N:6]1[CH2:10][CH2:9][CH2:8][CH2:7]1.Br[C:12]1[CH:17]=[CH:16][C:15]([Br:18])=[CH:14][N:13]=1, predict the reaction product. The product is: [Br:18][C:15]1[CH:16]=[CH:17][C:12]([O:3][CH2:4][CH2:5][N:6]2[CH2:10][CH2:9][CH2:8][CH2:7]2)=[N:13][CH:14]=1. (6) Given the reactants [CH:1](NC(C)C)([CH3:3])[CH3:2].[Li].C([Li])CCC.[CH3:14][C:15]1[CH:20]=[N:19][CH:18]=[CH:17][N:16]=1.C(Br)C=C.[Cl-].[NH4+], predict the reaction product. The product is: [N:16]1[CH:17]=[CH:18][N:19]=[CH:20][C:15]=1[CH2:14][CH2:3][CH:1]=[CH2:2].